Dataset: Forward reaction prediction with 1.9M reactions from USPTO patents (1976-2016). Task: Predict the product of the given reaction. (1) Given the reactants [C:1]([N:8]1[CH2:11][C:10](=[O:12])[CH2:9]1)([O:3][C:4]([CH3:7])([CH3:6])[CH3:5])=[O:2].[C:13]([C:16]1[CH:21]=[CH:20][CH:19]=[CH:18][CH:17]=1)#[C:14][CH3:15], predict the reaction product. The product is: [CH3:15][C:14]1[C:10](=[O:12])[CH2:9][N:8]([C:1]([O:3][C:4]([CH3:7])([CH3:6])[CH3:5])=[O:2])[CH2:11][C:13]=1[C:16]1[CH:21]=[CH:20][CH:19]=[CH:18][CH:17]=1. (2) Given the reactants F[C:2]1[CH:9]=[CH:8][C:7]([N+:10]([O-:12])=[O:11])=[CH:6][C:3]=1[C:4]#[N:5].[CH3:13][C:14]1[N:15]=[CH:16][NH:17][CH:18]=1.C(=O)([O-])[O-].[K+].[K+].CC1N(C2C=CC([N+]([O-])=O)=CC=2C#N)C=NC=1, predict the reaction product. The product is: [CH3:13][C:14]1[N:15]=[CH:16][N:17]([C:2]2[CH:9]=[CH:8][C:7]([N+:10]([O-:12])=[O:11])=[CH:6][C:3]=2[C:4]#[N:5])[CH:18]=1. (3) Given the reactants [CH2:1]([O:5][C:6]1[N:14]=[C:13]2[C:9]([N:10]=[C:11]([O:23]C)[N:12]2[CH2:15][CH2:16][CH:17]2[CH2:22][CH2:21][CH2:20][NH:19][CH2:18]2)=[C:8]([NH2:25])[N:7]=1)[CH2:2][CH2:3][CH3:4].I[CH2:27][CH2:28][CH3:29], predict the reaction product. The product is: [NH2:25][C:8]1[N:7]=[C:6]([O:5][CH2:1][CH2:2][CH2:3][CH3:4])[N:14]=[C:13]2[C:9]=1[NH:10][C:11](=[O:23])[N:12]2[CH2:15][CH2:16][CH:17]1[CH2:22][CH2:21][CH2:20][N:19]([CH2:27][CH2:28][CH3:29])[CH2:18]1. (4) Given the reactants C(OC([N:8]1[CH2:13][CH2:12][C:11]([NH:15][CH2:16][C:17]2[C:25]3[C:24]([C:26](O)=[O:27])=[CH:23][CH:22]=[N:21][C:20]=3[NH:19][CH:18]=2)([CH3:14])[CH2:10][CH2:9]1)=O)(C)(C)C.C(O)(C(F)(F)F)=O, predict the reaction product. The product is: [CH3:14][C:11]1([N:15]2[CH2:16][C:17]3=[CH:18][NH:19][C:20]4[C:25]3=[C:24]([CH:23]=[CH:22][N:21]=4)[C:26]2=[O:27])[CH2:10][CH2:9][NH:8][CH2:13][CH2:12]1. (5) Given the reactants [Br:1][C:2]1[CH:3]=[N:4][N:5]([CH3:18])[C:6]=1[C:7]1[CH:12]=[C:11]([N+:13]([O-])=O)[CH:10]=[CH:9][C:8]=1[O:16][CH3:17].CCOC(C)=O.CCCCCC, predict the reaction product. The product is: [Br:1][C:2]1[CH:3]=[N:4][N:5]([CH3:18])[C:6]=1[C:7]1[CH:12]=[C:11]([NH2:13])[CH:10]=[CH:9][C:8]=1[O:16][CH3:17]. (6) Given the reactants [F:1][C:2]1[CH:7]=[CH:6][CH:5]=[CH:4][C:3]=1[C:8]1[CH:13]=[CH:12][CH:11]=[C:10]([NH2:14])[C:9]=1[N+:15]([O-])=O, predict the reaction product. The product is: [F:1][C:2]1[CH:7]=[CH:6][CH:5]=[CH:4][C:3]=1[C:8]1[CH:13]=[CH:12][CH:11]=[C:10]([NH2:14])[C:9]=1[NH2:15].